Task: Predict the reaction yield, written as a fraction of the theoretical maximum amount of product (1.0 means a 100% yield; for example, 0.34 means a 34% yield).. Dataset: Reaction yield outcomes from USPTO patents with 853,638 reactions (1) The reactants are Cl[C:2]1[N:7]=[C:6]([NH:8][C@@H:9]2[CH2:14][CH2:13][CH2:12][CH2:11][C@H:10]2[N:15]([CH3:20])[S:16]([CH3:19])(=[O:18])=[O:17])[C:5]([Cl:21])=[CH:4][N:3]=1.[NH2:22][C:23]1[C:36]([O:37][CH3:38])=[CH:35][C:26]2[N:27]([CH2:33][CH3:34])[C:28](=[O:32])[CH2:29][CH2:30][CH2:31][C:25]=2[CH:24]=1.C12(CS(O)(=O)=O)C(C)(C)C(CC1)CC2=O.C(=O)([O-])[O-]. The catalyst is C(O)(C)C. The product is [Cl:21][C:5]1[C:6]([NH:8][C@@H:9]2[CH2:14][CH2:13][CH2:12][CH2:11][C@H:10]2[N:15]([CH3:20])[S:16]([CH3:19])(=[O:18])=[O:17])=[N:7][C:2]([NH:22][C:23]2[C:36]([O:37][CH3:38])=[CH:35][C:26]3[N:27]([CH2:33][CH3:34])[C:28](=[O:32])[CH2:29][CH2:30][CH2:31][C:25]=3[CH:24]=2)=[N:3][CH:4]=1. The yield is 0.260. (2) The reactants are [N:1]1[CH:6]=[CH:5][CH:4]=[C:3]([NH:7][C:8](=[O:15])OCC(Cl)(Cl)Cl)[N:2]=1.[F:16][C:17]1[C:22]([F:23])=[CH:21][CH:20]=[CH:19][C:18]=1[C:24]1[N:25]=[C:26]([N:29]2[CH2:34][CH2:33][NH:32][CH2:31][CH2:30]2)[S:27][CH:28]=1.C(N(C(C)C)CC)(C)C.O. The catalyst is CS(C)=O. The product is [F:16][C:17]1[C:22]([F:23])=[CH:21][CH:20]=[CH:19][C:18]=1[C:24]1[N:25]=[C:26]([N:29]2[CH2:34][CH2:33][N:32]([C:8]([NH:7][C:3]3[N:2]=[N:1][CH:6]=[CH:5][CH:4]=3)=[O:15])[CH2:31][CH2:30]2)[S:27][CH:28]=1. The yield is 0.352. (3) The reactants are [Cl:1][C:2]1[N:7]=[CH:6][C:5]2[CH2:8][C:9](=[O:11])[NH:10][C:4]=2[CH:3]=1.[Cl:12][C:13]1[C:14]([F:21])=[C:15]([CH:18]=[CH:19][CH:20]=1)[CH:16]=O.N1CCCCC1. The catalyst is CO. The product is [Cl:1][C:2]1[N:7]=[CH:6][C:5]2/[C:8](=[CH:16]/[C:15]3[CH:18]=[CH:19][CH:20]=[C:13]([Cl:12])[C:14]=3[F:21])/[C:9](=[O:11])[NH:10][C:4]=2[CH:3]=1. The yield is 0.850. (4) The reactants are C([O:5][C:6](=[O:18])[CH2:7][NH:8][C:9](=[O:17])[C:10]1[CH:15]=[CH:14][C:13]([OH:16])=[CH:12][CH:11]=1)(C)(C)C.O[CH2:20][CH2:21][C:22]1[CH:29]=[CH:28][C:25]([C:26]#[N:27])=[CH:24][CH:23]=1. No catalyst specified. The product is [C:26]([C:25]1[CH:28]=[CH:29][C:22]([CH2:21][CH2:20][O:16][C:13]2[CH:12]=[CH:11][C:10]([C:9]([NH:8][CH2:7][C:6]([OH:5])=[O:18])=[O:17])=[CH:15][CH:14]=2)=[CH:23][CH:24]=1)#[N:27]. The yield is 0.460. (5) The product is [ClH:8].[Cl:8][C:9]1[CH:14]=[CH:13][C:12]([NH:15][C:16](=[O:17])[C@@H:18]2[CH2:22][CH2:21][CH2:20][NH:19]2)=[C:11]([CH:10]=1)[C:30]([O:32][CH3:33])=[O:31]. The yield is 0.980. The catalyst is C(OCC)(=O)C. The reactants are Cl.C(OCC)(=O)C.[Cl:8][C:9]1[CH:14]=[CH:13][C:12]([NH:15][C:16]([C@@H:18]2[CH2:22][CH2:21][CH2:20][N:19]2C(OC(C)(C)C)=O)=[O:17])=[C:11]([C:30]([O:32][CH3:33])=[O:31])[CH:10]=1. (6) The yield is 0.970. No catalyst specified. The product is [CH2:24]([O:13][C:12](=[O:14])[CH:11]([C:4]1[CH:5]=[CH:6][C:7]([N+:8]([O-:10])=[O:9])=[C:2]([F:1])[CH:3]=1)[CH2:15][CH:16]([CH3:18])[CH3:17])[CH3:25]. The reactants are [F:1][C:2]1[CH:3]=[C:4]([CH:11]([CH2:15][CH:16]([CH3:18])[CH3:17])[C:12]([OH:14])=[O:13])[CH:5]=[CH:6][C:7]=1[N+:8]([O-:10])=[O:9].OS(O)(=O)=O.[CH3:24][CH2:25]O. (7) The reactants are [CH3:1][S:2]([C:5]1[CH:20]=[CH:19][C:8]([CH2:9][O:10][C:11]2[CH:12]=[CH:13][C:14]([CH:17]=O)=[N:15][CH:16]=2)=[CH:7][CH:6]=1)(=[O:4])=[O:3].Cl.[NH2:22][OH:23].C([O-])(O)=O.[Na+]. The catalyst is C(O)C.O. The product is [CH3:1][S:2]([C:5]1[CH:20]=[CH:19][C:8]([CH2:9][O:10][C:11]2[CH:12]=[CH:13][C:14]([CH:17]=[N:22][OH:23])=[N:15][CH:16]=2)=[CH:7][CH:6]=1)(=[O:4])=[O:3]. The yield is 0.830. (8) The product is [CH:28]1(/[CH:33]=[C:34](\[C:38]2[CH:43]=[CH:42][C:41]([N:44]3[C:48]([CH3:49])=[N:47][N:46]=[N:45]3)=[C:40]([S:50]([CH3:53])(=[O:52])=[O:51])[CH:39]=2)/[C:35]([NH:54][C:55]2[S:56][CH:57]=[CH:58][N:59]=2)=[O:37])[CH2:29][CH2:30][CH2:31][CH2:32]1. The yield is 0.180. The catalyst is C(Cl)Cl. The reactants are C1(P(C2C=CC=CC=2)C2C=CC=CC=2)C=CC=CC=1.BrN1C(=O)CCC1=O.[CH:28]1(/[CH:33]=[C:34](\[C:38]2[CH:43]=[CH:42][C:41]([N:44]3[C:48]([CH3:49])=[N:47][N:46]=[N:45]3)=[C:40]([S:50]([CH3:53])(=[O:52])=[O:51])[CH:39]=2)/[C:35]([OH:37])=O)[CH2:32][CH2:31][CH2:30][CH2:29]1.[NH2:54][C:55]1[S:56][CH:57]=[CH:58][N:59]=1.